Dataset: Catalyst prediction with 721,799 reactions and 888 catalyst types from USPTO. Task: Predict which catalyst facilitates the given reaction. (1) Reactant: C([O:8][C:9]1[CH:14]=[CH:13][C:12]([O:15][CH2:16][CH2:17][O:18][CH2:19][CH2:20][CH3:21])=[CH:11][CH:10]=1)C1C=CC=CC=1.C(OCCOC1C=CC(O)=CC=1)(C)C. Product: [CH2:19]([O:18][CH2:17][CH2:16][O:15][C:12]1[CH:11]=[CH:10][C:9]([OH:8])=[CH:14][CH:13]=1)[CH2:20][CH3:21]. The catalyst class is: 1. (2) Reactant: [CH2:1]([O:3][C:4](=[O:26])[CH:5]([O:23][CH2:24][CH3:25])[CH2:6][C:7]1[CH:12]=[CH:11][C:10](OCC2C=CC=CC=2)=[C:9]([O:21][CH3:22])[CH:8]=1)[CH3:2].C(=O)([O-])[O-].[K+].[K+].[C:33]([O:37][C:38]([NH:40][C:41]1[CH:46]=[CH:45][C:44]([CH2:47][CH2:48][O:49]S(C2C=CC(C)=CC=2)(=O)=O)=[CH:43][CH:42]=1)=[O:39])([CH3:36])([CH3:35])[CH3:34]. Product: [CH2:1]([O:3][C:4](=[O:26])[CH:5]([O:23][CH2:24][CH3:25])[CH2:6][C:7]1[CH:12]=[CH:11][C:10]([O:49][CH2:48][CH2:47][C:44]2[CH:43]=[CH:42][C:41]([NH:40][C:38]([O:37][C:33]([CH3:34])([CH3:35])[CH3:36])=[O:39])=[CH:46][CH:45]=2)=[C:9]([O:21][CH3:22])[CH:8]=1)[CH3:2]. The catalyst class is: 10. (3) Reactant: [Cl:1][C:2]1[CH:10]=[C:9]2[C:5](/[C:6](=[CH:20]/[C:21]3[CH:26]=[CH:25][CH:24]=[C:23]([Cl:27])[CH:22]=3)/[C:7](=[O:19])[N:8]2[CH2:11][O:12][CH2:13][CH2:14][Si](C)(C)C)=[CH:4][CH:3]=1.[CH2:28]([O:31][C:32]1[CH:37]=[CH:36][C:35]([I:38])=[CH:34][C:33]=1[CH:39]=[N:40][C:41]([O:43][Si:44]([CH3:47])([CH3:46])[CH3:45])=[CH2:42])[CH:29]=[CH2:30]. Product: [CH2:28]([O:31][C:32]1[CH:37]=[CH:36][C:35]([I:38])=[CH:34][C:33]=1[CH:39]1[C:6]2([C:5]3[C:9](=[CH:10][C:2]([Cl:1])=[CH:3][CH:4]=3)[NH:8][C:7]2=[O:19])[CH:20]([C:21]2[CH:26]=[CH:25][CH:24]=[C:23]([Cl:27])[CH:22]=2)[CH2:42][C:41](=[O:43])[NH:40]1)[CH:29]=[CH2:30].[CH3:11][O:12][CH:13]([Si:44]([CH3:45])([CH3:46])[CH3:47])[CH3:14]. The catalyst class is: 11. (4) Reactant: Cl.[CH3:2][O:3][C:4](=[O:20])[C@@H:5]([NH2:19])[CH2:6][C:7]1[CH:12]=[CH:11][C:10]([C:13]2[CH:18]=[CH:17][CH:16]=[CH:15][CH:14]=2)=[CH:9][CH:8]=1.[Br:21][C:22]1[CH:23]=[CH:24][C:25]([OH:31])=[C:26]([CH:30]=1)[C:27](O)=[O:28].Cl. Product: [CH3:2][O:3][C:4](=[O:20])[C@@H:5]([NH:19][C:27](=[O:28])[C:26]1[CH:30]=[C:22]([Br:21])[CH:23]=[CH:24][C:25]=1[OH:31])[CH2:6][C:7]1[CH:12]=[CH:11][C:10]([C:13]2[CH:18]=[CH:17][CH:16]=[CH:15][CH:14]=2)=[CH:9][CH:8]=1. The catalyst class is: 25. (5) Reactant: O=[C:2]1[C:7]([C:8]([O:10][CH3:11])=[O:9])=[CH:6][CH:5]=[CH:4][O:3]1.[F:12][C:13]1[CH:19]=[CH:18][C:16]([NH2:17])=[C:15]([CH3:20])[CH:14]=1.Cl.C(N=C=NCCCN(C)C)C.Cl. Product: [F:12][C:13]1[CH:19]=[CH:18][C:16]([N:17]2[CH:4]=[CH:5][CH:6]=[C:7]([C:8]([O:10][CH3:11])=[O:9])[C:2]2=[O:3])=[C:15]([CH3:20])[CH:14]=1. The catalyst class is: 546.